From a dataset of Catalyst prediction with 721,799 reactions and 888 catalyst types from USPTO. Predict which catalyst facilitates the given reaction. (1) Reactant: [C:1]([C:4]1[CH:9]=[CH:8][CH:7]=[CH:6][CH:5]=1)(=O)[CH3:2].[NH2:10][C:11]1[CH:16]=[C:15]([Cl:17])[CH:14]=[CH:13][C:12]=1[C:18](=O)[CH3:19].C(=O)([O-])[O-]. Product: [Cl:17][C:15]1[CH:16]=[C:11]2[C:12]([C:18]([CH3:19])=[CH:2][C:1]([C:4]3[CH:9]=[CH:8][CH:7]=[CH:6][CH:5]=3)=[N:10]2)=[CH:13][CH:14]=1. The catalyst class is: 2. (2) Reactant: [N:1]1([CH:7]2[CH2:12][CH2:11][CH:10]([O:13][C:14]3[C:25]4[C:24]5[C@@H:23]([CH2:26][CH2:27][OH:28])[CH2:22][CH2:21][C:20]=5[S:19][C:18]=4[N:17]=[CH:16][N:15]=3)[CH2:9][CH2:8]2)[CH2:6][CH2:5][O:4][CH2:3][CH2:2]1.CC(OI1(OC(C)=O)(OC(C)=O)OC(=O)C2C=CC=CC1=2)=O. Product: [N:1]1([CH:7]2[CH2:8][CH2:9][CH:10]([O:13][C:14]3[C:25]4[C:24]5[C@@H:23]([CH2:26][CH:27]=[O:28])[CH2:22][CH2:21][C:20]=5[S:19][C:18]=4[N:17]=[CH:16][N:15]=3)[CH2:11][CH2:12]2)[CH2:2][CH2:3][O:4][CH2:5][CH2:6]1. The catalyst class is: 4. (3) Reactant: Cl[CH2:2][C:3]1[C:4]([O:9][CH3:10])=[N:5][CH:6]=[CH:7][CH:8]=1.[C:11]1([CH3:29])[CH:16]=[CH:15][C:14]([O:17][C:18]2[CH:23]=[CH:22][C:21]([NH:24][S:25]([CH3:28])(=[O:27])=[O:26])=[CH:20][CH:19]=2)=[CH:13][CH:12]=1.C([O-])([O-])=O.[K+].[K+]. Product: [CH3:10][O:9][C:4]1[C:3]([CH2:2][N:24]([C:21]2[CH:20]=[CH:19][C:18]([O:17][C:14]3[CH:15]=[CH:16][C:11]([CH3:29])=[CH:12][CH:13]=3)=[CH:23][CH:22]=2)[S:25]([CH3:28])(=[O:27])=[O:26])=[CH:8][CH:7]=[CH:6][N:5]=1. The catalyst class is: 173. (4) Reactant: [OH:1][C:2]1[CH:3]=[C:4]2[C:9](=[CH:10][CH:11]=1)[N:8]=[CH:7][N:6]=[C:5]2[NH:12][C:13]1[S:14][C:15]2[C:20]([N:21]=1)=[CH:19][CH:18]=[CH:17][N:16]=2.[F:22][C:23]1[CH:28]=[CH:27][CH:26]=[C:25]([S:29]([CH3:32])(=[O:31])=[O:30])[C:24]=1F.[K].O. Product: [F:22][C:23]1[CH:28]=[CH:27][CH:26]=[C:25]([S:29]([CH3:32])(=[O:31])=[O:30])[C:24]=1[O:1][C:2]1[CH:3]=[C:4]2[C:9](=[CH:10][CH:11]=1)[N:8]=[CH:7][N:6]=[C:5]2[NH:12][C:13]1[S:14][C:15]2[C:20]([N:21]=1)=[CH:19][CH:18]=[CH:17][N:16]=2. The catalyst class is: 80. (5) Reactant: [CH3:1][O:2][C:3]1[CH:8]=[CH:7][CH:6]=[CH:5][C:4]=1[NH2:9].C(N(CC)CC)C.[CH3:17][C:18]([CH3:23])([CH3:22])[C:19](Cl)=[O:20].O. Product: [CH3:1][O:2][C:3]1[CH:8]=[CH:7][CH:6]=[CH:5][C:4]=1[NH:9][C:19](=[O:20])[C:18]([CH3:23])([CH3:22])[CH3:17]. The catalyst class is: 2. (6) Reactant: [C:1]([C:3]1[CH:4]=[C:5]2[C:10](=[CH:11][CH:12]=1)[N:9]=[C:8]([CH2:13][CH:14]([CH3:16])[CH3:15])[C:7]([CH2:17][NH:18][C:19](=[O:25])[O:20][C:21]([CH3:24])([CH3:23])[CH3:22])=[C:6]2[C:26]1[CH:31]=[CH:30][C:29]([CH3:32])=[CH:28][CH:27]=1)#[N:2].Cl.[NH2:34][OH:35].CC(C)([O-])C.[Na+]. The catalyst class is: 8. Product: [NH2:2]/[C:1](=[N:34]\[OH:35])/[C:3]1[CH:4]=[C:5]2[C:10](=[CH:11][CH:12]=1)[N:9]=[C:8]([CH2:13][CH:14]([CH3:15])[CH3:16])[C:7]([CH2:17][NH:18][C:19](=[O:25])[O:20][C:21]([CH3:24])([CH3:23])[CH3:22])=[C:6]2[C:26]1[CH:31]=[CH:30][C:29]([CH3:32])=[CH:28][CH:27]=1. (7) Reactant: [NH2:1][C:2]1[C:17]2[C:16](=[O:18])[C:15]([C:19]([OH:21])=[O:20])=[CH:14][N:7]3[CH2:8][C:9]4([CH2:13][CH2:12][CH2:11]4)[O:10][C:5]([C:6]=23)=[C:4](F)[C:3]=1[F:23].C(N(CC)CC)C.[N:31]1[CH:36]=[CH:35][CH:34]=[CH:33][C:32]=1[NH:37][CH2:38][CH2:39][NH2:40]. Product: [NH2:1][C:2]1[C:17]2[C:16](=[O:18])[C:15]([C:19]([OH:21])=[O:20])=[CH:14][N:7]3[CH2:8][C:9]4([CH2:13][CH2:12][CH2:11]4)[O:10][C:5]([C:6]=23)=[C:4]([NH:40][CH2:39][CH2:38][NH:37][C:32]2[CH:33]=[CH:34][CH:35]=[CH:36][N:31]=2)[C:3]=1[F:23]. The catalyst class is: 16. (8) Reactant: [CH3:1][O:2][C:3]1[CH:8]=[CH:7][C:6]([NH:9][C:10](=[O:15])[CH2:11][CH:12]2[CH2:14][O:13]2)=[CH:5][CH:4]=1.C(N(CC)CC)C.[CH3:23][C:24]1[CH:29]=[CH:28][CH:27]=[C:26]([CH3:30])[C:25]=1[NH:31][C:32](=[O:40])[CH2:33][N:34]1[CH2:39][CH2:38][NH:37][CH2:36][CH2:35]1. Product: [CH3:23][C:24]1[CH:29]=[CH:28][CH:27]=[C:26]([CH3:30])[C:25]=1[NH:31][C:32]([CH2:33][N:34]1[CH2:35][CH2:36][N:37]([CH2:14][CH:12]([OH:13])[CH2:11][C:10]([NH:9][C:6]2[CH:7]=[CH:8][C:3]([O:2][CH3:1])=[CH:4][CH:5]=2)=[O:15])[CH2:38][CH2:39]1)=[O:40]. The catalyst class is: 8. (9) Reactant: ClC(O[C:6](Cl)=[O:7])(Cl)Cl.[N:9]1[C:18]2[C:13](=CC=CC=2)[CH:12]=[CH:11]C=1.[F:19][C:20]1[CH:53]=[C:52]([F:54])[C:51]([F:55])=[CH:50][C:21]=1[CH2:22][O:23][CH2:24][C@@H:25]1[CH2:29][C@@H:28]([S:30][C:31]([C:44]2[CH:49]=[CH:48][CH:47]=[CH:46][CH:45]=2)([C:38]2[CH:43]=[CH:42][CH:41]=[CH:40][CH:39]=2)[C:32]2[CH:37]=[CH:36][CH:35]=[CH:34][CH:33]=2)[CH2:27][NH:26]1.N1CCCC1. Product: [N:9]1([C:6]([N:26]2[CH2:27][C@H:28]([S:30][C:31]([C:38]3[CH:43]=[CH:42][CH:41]=[CH:40][CH:39]=3)([C:32]3[CH:33]=[CH:34][CH:35]=[CH:36][CH:37]=3)[C:44]3[CH:45]=[CH:46][CH:47]=[CH:48][CH:49]=3)[CH2:29][C@H:25]2[CH2:24][O:23][CH2:22][C:21]2[CH:50]=[C:51]([F:55])[C:52]([F:54])=[CH:53][C:20]=2[F:19])=[O:7])[CH2:11][CH2:12][CH2:13][CH2:18]1. The catalyst class is: 2.